From a dataset of Reaction yield outcomes from USPTO patents with 853,638 reactions. Predict the reaction yield, written as a fraction of the theoretical maximum amount of product (1.0 means a 100% yield; for example, 0.34 means a 34% yield). (1) The reactants are [Si:1]([O:8][C@@H:9]1[C@@H:14]([CH3:15])[CH2:13][N:12]([C:16]2[CH:21]=[CH:20][N:19]=[CH:18][C:17]=2[N+:22]([O-])=O)[CH2:11][C@H:10]1[NH:25][C:26](=[O:32])[O:27][C:28]([CH3:31])([CH3:30])[CH3:29])([C:4]([CH3:7])([CH3:6])[CH3:5])([CH3:3])[CH3:2].CC(O)=O. The catalyst is CCOC(C)=O.[Fe]. The product is [NH2:22][C:17]1[CH:18]=[N:19][CH:20]=[CH:21][C:16]=1[N:12]1[CH2:13][C@H:14]([CH3:15])[C@@H:9]([O:8][Si:1]([C:4]([CH3:7])([CH3:6])[CH3:5])([CH3:3])[CH3:2])[C@H:10]([NH:25][C:26](=[O:32])[O:27][C:28]([CH3:31])([CH3:30])[CH3:29])[CH2:11]1. The yield is 0.470. (2) The reactants are C(O[B:5]1[O:9][C:8]([CH3:11])([CH3:10])[C:7]([CH3:13])([CH3:12])[O:6]1)(C)C.C([Li])CCC.[F:19][C:20]1[CH:21]=[C:22]([C:27]2([O:30][Si](C)(C)C)[CH2:29][CH2:28]2)[CH:23]=[C:24]([F:26])[CH:25]=1. The yield is 1.00. The product is [F:19][C:20]1[CH:21]=[C:22]([C:27]2([OH:30])[CH2:28][CH2:29]2)[CH:23]=[C:24]([F:26])[C:25]=1[B:5]1[O:6][C:7]([CH3:12])([CH3:13])[C:8]([CH3:10])([CH3:11])[O:9]1. No catalyst specified. (3) The reactants are [CH2:1]([C:3]1([CH2:14][CH3:15])[O:7][B:6]([OH:8])[C:5]2[CH:9]=[CH:10][C:11]([CH3:13])=[CH:12][C:4]1=2)[CH3:2].C(OOC(=O)C1C=CC=CC=1)(=[O:23])C1C=CC=CC=1.C1C(=O)N(Br)C(=O)C1.C([O-])([O-])=O.[Na+].[Na+].Cl. The catalyst is C(Cl)(Cl)(Cl)Cl. The product is [CH2:14]([C:3]1([CH2:1][CH3:2])[O:7][B:6]([OH:8])[C:5]2[CH:9]=[CH:10][C:11]([CH:13]=[O:23])=[CH:12][C:4]1=2)[CH3:15]. The yield is 0.560.